This data is from Peptide-MHC class I binding affinity with 185,985 pairs from IEDB/IMGT. The task is: Regression. Given a peptide amino acid sequence and an MHC pseudo amino acid sequence, predict their binding affinity value. This is MHC class I binding data. (1) The peptide sequence is RARFIGGYIK. The MHC is HLA-A68:01 with pseudo-sequence HLA-A68:01. The binding affinity (normalized) is 0.581. (2) The peptide sequence is KAVATAPGL. The MHC is Mamu-A2601 with pseudo-sequence Mamu-A2601. The binding affinity (normalized) is 0.123.